Dataset: Forward reaction prediction with 1.9M reactions from USPTO patents (1976-2016). Task: Predict the product of the given reaction. Given the reactants [C:1]([OH:7])([C:3]([F:6])([F:5])[F:4])=[O:2].[Cl:8][CH2:9][CH2:10][CH2:11]/[C:12](=[CH:20]\[C:21]1[CH:26]=[CH:25][C:24]([N:27]2[CH:31]=[C:30]([CH3:32])[N:29]=[CH:28]2)=[C:23]([F:33])[CH:22]=1)/[C:13]([O:15]C(C)(C)C)=[O:14], predict the reaction product. The product is: [F:4][C:3]([F:6])([F:5])[C:1]([OH:7])=[O:2].[Cl:8][CH2:9][CH2:10][CH2:11]/[C:12](=[CH:20]\[C:21]1[CH:26]=[CH:25][C:24]([N:27]2[CH:31]=[C:30]([CH3:32])[N:29]=[CH:28]2)=[C:23]([F:33])[CH:22]=1)/[C:13]([OH:15])=[O:14].